This data is from NCI-60 drug combinations with 297,098 pairs across 59 cell lines. The task is: Regression. Given two drug SMILES strings and cell line genomic features, predict the synergy score measuring deviation from expected non-interaction effect. (1) Drug 1: C1=CC(=C2C(=C1NCCNCCO)C(=O)C3=C(C=CC(=C3C2=O)O)O)NCCNCCO. Drug 2: CC1=C(C(CCC1)(C)C)C=CC(=CC=CC(=CC(=O)O)C)C. Cell line: MDA-MB-435. Synergy scores: CSS=28.6, Synergy_ZIP=1.88, Synergy_Bliss=7.92, Synergy_Loewe=-8.90, Synergy_HSA=6.73. (2) Drug 1: C1=C(C(=O)NC(=O)N1)N(CCCl)CCCl. Drug 2: CC1=CC=C(C=C1)C2=CC(=NN2C3=CC=C(C=C3)S(=O)(=O)N)C(F)(F)F. Cell line: SF-539. Synergy scores: CSS=36.5, Synergy_ZIP=-6.04, Synergy_Bliss=-6.20, Synergy_Loewe=-9.10, Synergy_HSA=-4.63.